Dataset: hERG Central: cardiac toxicity at 1µM, 10µM, and general inhibition. Task: Predict hERG channel inhibition at various concentrations. (1) The molecule is CC(=O)NCCn1c(C)cc2ccccc21. Results: hERG_inhib (hERG inhibition (general)): blocker. (2) The drug is CC(C)CCN1CCN(Cc2cccn2-c2nccs2)CC1CCO. Results: hERG_inhib (hERG inhibition (general)): blocker.